From a dataset of Reaction yield outcomes from USPTO patents with 853,638 reactions. Predict the reaction yield, written as a fraction of the theoretical maximum amount of product (1.0 means a 100% yield; for example, 0.34 means a 34% yield). (1) The reactants are [NH2:1][C:2]1[C:3](=[O:10])[N:4]([CH3:9])[CH:5]=[C:6](Br)[CH:7]=1.[C:11]([C:15]1[CH:39]=[CH:38][C:18]([C:19]([NH:21][C:22]2[CH:27]=[CH:26][CH:25]=[C:24](B3OC(C)(C)C(C)(C)O3)[C:23]=2[CH3:37])=[O:20])=[CH:17][CH:16]=1)([CH3:14])([CH3:13])[CH3:12]. The catalyst is COCCOC.C([O-])([O-])=O.[Na+].[Na+].C1C=CC([P]([Pd]([P](C2C=CC=CC=2)(C2C=CC=CC=2)C2C=CC=CC=2)([P](C2C=CC=CC=2)(C2C=CC=CC=2)C2C=CC=CC=2)[P](C2C=CC=CC=2)(C2C=CC=CC=2)C2C=CC=CC=2)(C2C=CC=CC=2)C2C=CC=CC=2)=CC=1. The product is [NH2:1][C:2]1[C:3](=[O:10])[N:4]([CH3:9])[CH:5]=[C:6]([C:24]2[C:23]([CH3:37])=[C:22]([NH:21][C:19](=[O:20])[C:18]3[CH:17]=[CH:16][C:15]([C:11]([CH3:12])([CH3:13])[CH3:14])=[CH:39][CH:38]=3)[CH:27]=[CH:26][CH:25]=2)[CH:7]=1. The yield is 0.680. (2) The reactants are Br[C:2]1[CH:7]=[CH:6][C:5]([CH2:8][O:9][Si:10]([C:13]([CH3:16])([CH3:15])[CH3:14])([CH3:12])[CH3:11])=[CH:4][N:3]=1.[Li]CCCC.CCCCCC.CN([CH:31]=[O:32])C. The catalyst is C1COCC1. The product is [CH3:14][C:13]([Si:10]([CH3:12])([CH3:11])[O:9][CH2:8][C:5]1[CH:6]=[CH:7][C:2]([CH:31]=[O:32])=[N:3][CH:4]=1)([CH3:16])[CH3:15]. The yield is 0.705. (3) The reactants are Br[C:2]1[CH:3]=[N:4][CH:5]=[CH:6][C:7]=1[N:8]1[CH2:13][CH2:12][CH:11]([C:14]([NH2:16])=[O:15])[CH2:10][CH2:9]1.[F:17][C:18]1[CH:23]=[CH:22][C:21](B(O)O)=[CH:20][C:19]=1[CH3:27].C(=O)([O-])[O-].[Na+].[Na+]. The catalyst is C1C=CC([P]([Pd]([P](C2C=CC=CC=2)(C2C=CC=CC=2)C2C=CC=CC=2)([P](C2C=CC=CC=2)(C2C=CC=CC=2)C2C=CC=CC=2)[P](C2C=CC=CC=2)(C2C=CC=CC=2)C2C=CC=CC=2)(C2C=CC=CC=2)C2C=CC=CC=2)=CC=1.C(#N)C. The product is [F:17][C:18]1[CH:23]=[CH:22][C:21]([C:2]2[CH:3]=[N:4][CH:5]=[CH:6][C:7]=2[N:8]2[CH2:13][CH2:12][CH:11]([C:14]([NH2:16])=[O:15])[CH2:10][CH2:9]2)=[CH:20][C:19]=1[CH3:27]. The yield is 0.560. (4) The reactants are [F:1][C:2]1[CH:3]=[C:4]([C:8]2([CH2:14][CH2:15][N:16]3[C@H:21]4[CH2:22][CH2:23][C@@H:17]3[CH2:18][CH:19]([N:24]3[C:28]5[CH:29]=[CH:30][CH:31]=[CH:32][C:27]=5[N:26]=[C:25]3[CH3:33])[CH2:20]4)[CH2:13][CH2:12][NH:11][CH2:10][CH2:9]2)[CH:5]=[CH:6][CH:7]=1.[Cl:34][C:35]1[CH:43]=[C:42]([F:44])[C:41]([S:45]([NH:48][CH2:49][C:50]([F:53])([F:52])[F:51])(=[O:47])=[O:46])=[CH:40][C:36]=1[C:37](O)=[O:38].CN(C(ON1N=NC2C=CC=NC1=2)=[N+](C)C)C.F[P-](F)(F)(F)(F)F. No catalyst specified. The product is [Cl:34][C:35]1[C:36]([C:37]([N:11]2[CH2:10][CH2:9][C:8]([C:4]3[CH:5]=[CH:6][CH:7]=[C:2]([F:1])[CH:3]=3)([CH2:14][CH2:15][N:16]3[C@H:21]4[CH2:22][CH2:23][C@@H:17]3[CH2:18][CH:19]([N:24]3[C:28]5[CH:29]=[CH:30][CH:31]=[CH:32][C:27]=5[N:26]=[C:25]3[CH3:33])[CH2:20]4)[CH2:13][CH2:12]2)=[O:38])=[CH:40][C:41]([S:45]([NH:48][CH2:49][C:50]([F:52])([F:51])[F:53])(=[O:46])=[O:47])=[C:42]([F:44])[CH:43]=1. The yield is 0.420.